This data is from Experimentally validated miRNA-target interactions with 360,000+ pairs, plus equal number of negative samples. The task is: Binary Classification. Given a miRNA mature sequence and a target amino acid sequence, predict their likelihood of interaction. (1) Result: 0 (no interaction). The protein sequence of the target gene is MRTKQVPVLWACFLLWSLYIASSQTVYPGITARITQRALDYGLQVGMKVLEQLAKEIVIPDLNGSESLKFLKIDYVKYNFSNIKINAFSFPNTSLAFVPGVGIRALSNHGTANISTNWSVKAPLFRDSGAANLFLSGIYFTGIVAFTRNDFGYPALELQDCHVQVSHARVSFFGSLSALYNSFAEPMEKPILKNLNEMVQLCPIAISQVEQFNVNISALEVLTKIDNYTVLDCSLISPPEITENHLDFNLKGAFYPLESLVDPPFTPAPFHLPESRDSMLYIGISEYFFKSASFAHYVSG.... The miRNA is mmu-miR-1964-5p with sequence AGCUGGAGCACAAAAGCCGGUG. (2) The miRNA is hsa-miR-6810-5p with sequence AUGGGGACAGGGAUCAGCAUGGC. The protein sequence of the target gene is MRVMAPRALLLLLSGGLALTETWACSHSMRYFDTAVSRPGRGEPRFISVGYVDDTQFVRFDSDAASPRGEPRAPWVEQEGPEYWDRETQKYKRQAQADRVSLRNLRGYYNQSEDGSHTLQRMSGCDLGPDGRLLRGYDQSAYDGKDYIALNEDLRSWTAADTAAQITQRKLEAARAAEQLRAYLEGTCVEWLRRYLENGKETLQRAEPPKTHVTHHPLSDHEATLRCWALGFYPAEITLTWQRDGEDQTQDTELVETRPAGDGTFQKWAAVVVPSGQEQRYTCHMQHEGLQEPLTLSWEP.... Result: 1 (interaction). (3) The miRNA is hsa-miR-6846-3p with sequence UGACCCCUUCUGUCUCCCUAG. The protein sequence of the target gene is MAVAAVGRPRALRCPLLLLLSLLLVAGPALGWNDPDRILLRDVKALTLYSDRYTTSRRLDPIPQLKCVGGTAGCEAYTPRVIQCQNKGWDGYDVQWECKTDLDIAYKFGKTVVSCEGYESSEDQYVLRGSCGLEYNLDYTELGLKKLKESGKHQGFSDYYHKLYSSDSCGFITIAVLFVLAFAVYKLFLSDGQGSPPPYSEHPPYSEHSQRFASAAGAPPPGFKSEFTGPQNTGYGASSGFGSAFGGQGYGSSGPGFWSGLGAGGLLGYLFGSNRAATPFSDSWYHPAYPPSHSGAWNSR.... Result: 0 (no interaction). (4) The miRNA is hsa-miR-544b with sequence ACCUGAGGUUGUGCAUUUCUAA. The protein sequence of the target gene is MDTRSGSQCSVTPEAILNNEKLVLPPRISRVNGWSLPLHYFQVVTWAVFVGLSSATFGIFIPFLPHAWKYIAYVVTGGIFSFHLVVHLIASCIDPADSNVRLMKNYSQPMPLFDRSKHAHVIQNQFCHLCKVTVNKKTKHCISCNKCVSGFDHHCKWINNCVGSRNYWFFFSTVASATAGMLCLIAILLYVLVQYLVNPGVLRTDPRYEDVKNMNTWLLFLPLFPVQVQTLIVVIIGMLVLLLDFLGLVHLGQLLIFHIYLKAKKMTTFEYLINNRKEESSKHQAVRKDPYVQMDKGVLQ.... Result: 0 (no interaction). (5) The miRNA is mmu-miR-324-3p with sequence CCACUGCCCCAGGUGCUGCU. The protein sequence of the target gene is MRPWTLAVTKWPPSAPVGHWRVSTRLSSSPGQLWGRPSNLSVEEHRASAPAGRSPRMLHPATQQSPFMVDLHEQVHQGPVPLSYTVTTVTTQGFPLPTSQHIPGCSAQQLPACSVMFSGQHYPLCCLPPPQLIQACTMQQLPGPYHTYPHLISSDHYILHPPPPAPPPQPTHMAPLGQFVSLQTQHPRMPLQRLDNEMDLRGDQHPLGSFTYSTSATGPALSPSVPLHYLPHDPLHQELSFGVPYSHMMPRRLSTQRYRLQQPLPPPPPPPPPSYYPSFLPYFLSMLPMSPTTVGPTISL.... Result: 1 (interaction). (6) The miRNA is hsa-miR-1228-5p with sequence GUGGGCGGGGGCAGGUGUGUG. The protein sequence of the target gene is MDPGDDWLVESLRLYQDFYAFDLSGATRVLEWIDDKGVFVAGYESLKKNEILHLKLPLRLSVKENKGLFPERDFKVRHGGFSDRSIFDLKHVPHTRLLVTSGLPGCYLQVWQVAEDSDVIKAVSTIAVHEKEESLWPRVAVFSTLAPGVLHGARLRSLQVVDLESRKTTYTSDVSDSEELSSLQVLDADTFAFCCASGRLGLVDTRQKWAPLENRSPGPGSGGERWCAEVGSWGQGPGPSIASLGSDGRLCLLDPRDLCHPVSSVQCPVSVPSPDPELLRVTWAPGLKNCLAISGFDGTV.... Result: 0 (no interaction). (7) The miRNA is hsa-miR-4666b with sequence UUGCAUGUCAGAUUGUAAUUCCC. The protein sequence of the target gene is MAALGDIQESPSVPSPVSLSSPGTPGTQHHEPQLHLHGHQHGSPGSSPKVLSQPSDLDLQDVEEVEIGRDTFWPDSEPKPEQAPRSPGSQAPDEGAGGALRSLLRSLPRRARCSAGFGPESSAERPAGQPPGAVPCAQPRGAWRVTLVQQAAAGPEGAPERAAELGVNFGRSRQGSARGAKPHRCEACGKSFKYNSLLLKHQRIHTGEKPYACHECGKRFRGWSGFIQHHRIHTGEKPYECGQCGRAFSHSSHFTQHLRIHNGEKPYKCGECGQAFSQSSNLVRHQRLHTGEKPYACSQC.... Result: 0 (no interaction).